This data is from Full USPTO retrosynthesis dataset with 1.9M reactions from patents (1976-2016). The task is: Predict the reactants needed to synthesize the given product. (1) Given the product [ClH:1].[CH2:21]([N:18]1[C:19]([CH3:20])=[C:15]([CH2:14][N:11]2[CH2:12][CH2:13][N:8]([C:3]3[C:2]([C:35]4[CH:36]=[CH:37][C:32]([CH2:31][C:29]#[N:30])=[CH:33][CH:34]=4)=[N:7][CH:6]=[CH:5][N:4]=3)[CH2:9][CH2:10]2)[CH:16]=[N:17]1)[CH3:22], predict the reactants needed to synthesize it. The reactants are: [Cl:1][C:2]1[C:3]([N:8]2[CH2:13][CH2:12][N:11]([CH2:14][C:15]3[CH:16]=[N:17][N:18]([CH2:21][CH3:22])[C:19]=3[CH3:20])[CH2:10][CH2:9]2)=[N:4][CH:5]=[CH:6][N:7]=1.C(=O)([O-])[O-].[K+].[K+].[C:29]([CH2:31][C:32]1[CH:37]=[CH:36][C:35](B(O)O)=[CH:34][CH:33]=1)#[N:30].O. (2) The reactants are: Br[C:2]1[CH:7]=[CH:6][C:5]([CH2:8][O:9][CH2:10][C@@H:11]([CH3:15])[CH2:12][O:13][CH3:14])=[CH:4][CH:3]=1.[CH2:16]([O:23][C:24]([NH:26][CH2:27][CH2:28][C:29]1[CH:34]=[CH:33][CH:32]=[CH:31][C:30]=1[C:35]1[CH:40]=[CH:39][C:38]([CH:41]2[C:46](=[O:47])[CH2:45][CH2:44][N:43]([C:48]([O:50][C:51]([CH3:54])([CH3:53])[CH3:52])=[O:49])[CH2:42]2)=[C:37]([CH3:55])[CH:36]=1)=[O:25])[C:17]1[CH:22]=[CH:21][CH:20]=[CH:19][CH:18]=1. Given the product [CH2:16]([O:23][C:24]([NH:26][CH2:27][CH2:28][C:29]1[CH:34]=[CH:33][CH:32]=[CH:31][C:30]=1[C:35]1[CH:40]=[CH:39][C:38]([C@@H:41]2[C@@:46]([OH:47])([C:2]3[CH:7]=[CH:6][C:5]([CH2:8][O:9][CH2:10][C@@H:11]([CH3:15])[CH2:12][O:13][CH3:14])=[CH:4][CH:3]=3)[CH2:45][CH2:44][N:43]([C:48]([O:50][C:51]([CH3:53])([CH3:52])[CH3:54])=[O:49])[CH2:42]2)=[C:37]([CH3:55])[CH:36]=1)=[O:25])[C:17]1[CH:22]=[CH:21][CH:20]=[CH:19][CH:18]=1, predict the reactants needed to synthesize it.